The task is: Predict the reaction yield, written as a fraction of the theoretical maximum amount of product (1.0 means a 100% yield; for example, 0.34 means a 34% yield).. This data is from Reaction yield outcomes from USPTO patents with 853,638 reactions. (1) The reactants are C(O[C:4](=O)[C:5]1[CH:10]=[CH:9][CH:8]=[C:7](OCCN2CCOCC2)[CH:6]=1)C.[NH2:21][C:22]1[N:26]([C:27]2[CH:28]=[C:29]([CH:36]=[CH:37][C:38]=2[CH3:39])[C:30]([NH:32][CH:33]2[CH2:35][CH2:34]2)=[O:31])[N:25]=[CH:24][C:23]=1[C:40](=[O:49])C1C=CC=C(CO)C=1.C(N(C(C)C)CC)(C)C. The catalyst is C(O)C. The product is [NH2:21][C:22]1[N:26]([C:27]2[CH:28]=[C:29]([CH:36]=[CH:37][C:38]=2[CH3:39])[C:30]([NH:32][CH:33]2[CH2:35][CH2:34]2)=[O:31])[N:25]=[CH:24][C:23]=1[C:40](=[O:49])[C:8]1[CH:9]=[CH:10][C:5]([CH3:4])=[CH:6][CH:7]=1. The yield is 0.220. (2) The reactants are [CH3:1][C:2]([CH3:24])([CH3:23])[C:3]#[C:4][C:5]1[S:9][C:8]([C:10]([O:12][CH3:13])=[O:11])=[C:7]([NH:14][C@@H:15]([C@@H:19]([O:21][CH3:22])[CH3:20])[C:16]([OH:18])=O)[CH:6]=1.CN(C(ON1N=NC2C=CC=CC1=2)=[N+](C)C)C.F[P-](F)(F)(F)(F)F.CCN(C(C)C)C(C)C.[NH:58]1[CH2:63][CH2:62][O:61][CH2:60][CH2:59]1. The catalyst is CN(C=O)C.CCOC(C)=O. The product is [CH3:23][C:2]([CH3:1])([CH3:24])[C:3]#[C:4][C:5]1[S:9][C:8]([C:10]([O:12][CH3:13])=[O:11])=[C:7]([NH:14][C@@H:15]([C@@H:19]([O:21][CH3:22])[CH3:20])[C:16]([N:58]2[CH2:63][CH2:62][O:61][CH2:60][CH2:59]2)=[O:18])[CH:6]=1. The yield is 0.820. (3) The reactants are [CH2:1]([O:8][CH2:9][CH2:10][N:11]1[CH:15]=[C:14]([CH2:16][CH2:17][OH:18])[C:13]([O:19][CH:20]([CH3:22])[CH3:21])=[N:12]1)[C:2]1[CH:7]=[CH:6][CH:5]=[CH:4][CH:3]=1.[Cl:23][C:24]1[CH:29]=[C:28]([Cl:30])[CH:27]=[CH:26][C:25]=1O.C(P(CCCC)CCCC)CCC.N(C(N1CCCCC1)=O)=NC(N1CCCCC1)=O. The catalyst is O1CCCC1. The product is [CH2:1]([O:8][CH2:9][CH2:10][N:11]1[CH:15]=[C:14]([CH2:16][CH2:17][O:18][C:27]2[CH:26]=[CH:25][C:24]([Cl:23])=[CH:29][C:28]=2[Cl:30])[C:13]([O:19][CH:20]([CH3:22])[CH3:21])=[N:12]1)[C:2]1[CH:3]=[CH:4][CH:5]=[CH:6][CH:7]=1. The yield is 0.820. (4) The reactants are [F:1][C:2]1[C:7]([CH3:8])=[CH:6][CH:5]=[CH:4][C:3]=1[CH2:9][N:10]1[C:14]2[CH:15]=[C:16]([N:23]3[CH2:28][CH2:27][O:26][CH2:25][CH2:24]3)[CH:17]=[C:18]([C:19]([O:21]C)=[O:20])[C:13]=2[N:12]=[C:11]1[CH3:29].[Li+].[OH-]. The catalyst is C1COCC1. The product is [F:1][C:2]1[C:7]([CH3:8])=[CH:6][CH:5]=[CH:4][C:3]=1[CH2:9][N:10]1[C:14]2[CH:15]=[C:16]([N:23]3[CH2:28][CH2:27][O:26][CH2:25][CH2:24]3)[CH:17]=[C:18]([C:19]([OH:21])=[O:20])[C:13]=2[N:12]=[C:11]1[CH3:29]. The yield is 0.700. (5) The reactants are [Br:1][C:2]1[CH:7]=[CH:6][N:5]=[C:4]([N:8]2[CH2:13][CH2:12][O:11][C@H:10]([CH2:14][OH:15])[CH2:9]2)[CH:3]=1.[S:16](Cl)([C:19]1[CH:25]=[CH:24][C:22]([CH3:23])=[CH:21][CH:20]=1)(=[O:18])=[O:17].C(N(CC)CC)C. The catalyst is CN(C)C1C=CN=CC=1.ClCCl.O. The product is [CH3:23][C:22]1[CH:24]=[CH:25][C:19]([S:16]([O:15][CH2:14][C@H:10]2[O:11][CH2:12][CH2:13][N:8]([C:4]3[CH:3]=[C:2]([Br:1])[CH:7]=[CH:6][N:5]=3)[CH2:9]2)(=[O:18])=[O:17])=[CH:20][CH:21]=1. The yield is 0.560. (6) The yield is 0.870. The product is [Br:14][C:13]1[CH:12]=[CH:11][N:10]=[C:9]([CH3:15])[C:8]=1[NH:4][C:1](=[O:3])[CH3:2]. The reactants are [C:1]([N:4]([C:8]1[C:9]([CH3:15])=[N:10][CH:11]=[CH:12][C:13]=1[Br:14])C(=O)C)(=[O:3])[CH3:2].[OH-].[Na+].Cl. The catalyst is CO. (7) The reactants are [Cl:1][C:2]1[N:7]=[C:6]([NH:8][CH2:9][CH3:10])[C:5]([C:11]([OH:13])=O)=[CH:4][N:3]=1.C(N(CC)CC)C.N1C(F)=NC(F)=NC=1[F:23].C([O-])(O)=O.[Na+]. The catalyst is C(Cl)Cl. The product is [Cl:1][C:2]1[N:7]=[C:6]([NH:8][CH2:9][CH3:10])[C:5]([C:11]([F:23])=[O:13])=[CH:4][N:3]=1. The yield is 0.790.